Task: Predict the reactants needed to synthesize the given product.. Dataset: Full USPTO retrosynthesis dataset with 1.9M reactions from patents (1976-2016) Given the product [CH3:14][N:13]([CH2:12][C:8]1[CH:7]=[C:6]([NH:5][C:3](=[O:4])[C@H:2]([NH:1][CH2:39][CH:36]2[CH2:35][CH2:34][CH:33]([C:27]3[CH:28]=[CH:29][CH:30]=[CH:31][CH:32]=3)[CH2:38][CH2:37]2)[C@H:16]([C:18]2[C:26]3[C:21](=[CH:22][CH:23]=[CH:24][CH:25]=3)[NH:20][CH:19]=2)[CH3:17])[CH:11]=[CH:10][CH:9]=1)[CH3:15], predict the reactants needed to synthesize it. The reactants are: [NH2:1][C@H:2]([C@H:16]([C:18]1[C:26]2[C:21](=[CH:22][CH:23]=[CH:24][CH:25]=2)[NH:20][CH:19]=1)[CH3:17])[C:3]([NH:5][C:6]1[CH:11]=[CH:10][CH:9]=[C:8]([CH2:12][N:13]([CH3:15])[CH3:14])[CH:7]=1)=[O:4].[C:27]1([CH:33]2[CH2:38][CH2:37][CH:36]([CH:39]=O)[CH2:35][CH2:34]2)[CH:32]=[CH:31][CH:30]=[CH:29][CH:28]=1.C(O[BH-](OC(=O)C)OC(=O)C)(=O)C.[Na+].C(=O)([O-])O.[Na+].